Dataset: Forward reaction prediction with 1.9M reactions from USPTO patents (1976-2016). Task: Predict the product of the given reaction. (1) Given the reactants C1(S([N:10]2[C:14]3=[N:15][CH:16]=[C:17]([S:19]([CH3:22])(=[O:21])=[O:20])[CH:18]=[C:13]3[CH:12]=[C:11]2[C:23]2[O:24][C:25]([CH3:28])=[CH:26][CH:27]=2)(=O)=O)C=CC=CC=1.[OH-].[K+], predict the reaction product. The product is: [CH3:22][S:19]([C:17]1[CH:18]=[C:13]2[CH:12]=[C:11]([C:23]3[O:24][C:25]([CH3:28])=[CH:26][CH:27]=3)[NH:10][C:14]2=[N:15][CH:16]=1)(=[O:21])=[O:20]. (2) Given the reactants [CH3:1][O:2][CH2:3][C:4]1[CH:5]=[C:6]([CH:23]=[C:24](B2OC(C)(C)C(C)(C)O2)[CH:25]=1)[CH2:7][O:8][C:9]1[CH:14]=[CH:13][CH:12]=[CH:11][C:10]=1[CH2:15][C:16]([O:18][C:19]([CH3:22])([CH3:21])[CH3:20])=[O:17].Cl.Br[C:37]1[C:38]([F:47])=[C:39]([CH:43]([NH2:46])[CH2:44][F:45])[CH:40]=[CH:41][CH:42]=1.C(Cl)Cl.[O-]P([O-])([O-])=O.[K+].[K+].[K+], predict the reaction product. The product is: [NH2:46][CH:43]([C:39]1[C:38]([F:47])=[C:37]([C:24]2[CH:25]=[C:4]([CH2:3][O:2][CH3:1])[CH:5]=[C:6]([CH2:7][O:8][C:9]3[CH:14]=[CH:13][CH:12]=[CH:11][C:10]=3[CH2:15][C:16]([O:18][C:19]([CH3:20])([CH3:21])[CH3:22])=[O:17])[CH:23]=2)[CH:42]=[CH:41][CH:40]=1)[CH2:44][F:45]. (3) Given the reactants C(O[C:6]([N:8]1[C:16]2[C:11](=[CH:12][C:13]([F:17])=[CH:14][CH:15]=2)[CH:10]=[C:9]1B(O)O)=[O:7])(C)(C)C.[Cl:21][C:22]1[N:27]=[C:26](I)[C:25]([NH2:29])=[CH:24][CH:23]=1.C([O-])([O-])=O.[Cs+].[Cs+], predict the reaction product. The product is: [Cl:21][C:22]1[CH:23]=[CH:24][C:25]2[NH:29][C:6](=[O:7])[N:8]3[C:16]4[CH:15]=[CH:14][C:13]([F:17])=[CH:12][C:11]=4[CH:10]=[C:9]3[C:26]=2[N:27]=1. (4) The product is: [Cl:1][C:2]1[CH:3]=[C:4]([C:8]#[C:9][C:10]2[CH2:14][C:13]3([CH2:47][CH2:46][N:42]([C:43]([N:37]([CH2:38][CH3:39])[CH2:36][CH3:34])=[O:44])[CH2:40][CH2:41]3)[O:12][N:11]=2)[CH:5]=[CH:6][CH:7]=1. Given the reactants [Cl:1][C:2]1[CH:3]=[C:4]([C:8]#[C:9][C:10]2[CH2:14][C:13]3(CCN(C(N)=O)C3)[O:12][N:11]=2)[CH:5]=[CH:6][CH:7]=1.ClC1C=C(C#CC2C[C:34]3([CH2:39][CH2:38][NH:37][CH2:36]3)ON=2)C=CC=1.[CH2:40]([N:42]([CH2:46][CH3:47])[C:43](Cl)=[O:44])[CH3:41].CN=C=O, predict the reaction product. (5) Given the reactants [Cl:1][C:2]1[CH:16]=[CH:15][C:14]([Cl:17])=[CH:13][C:3]=1[C:4]([C:6]1[CH:11]=[CH:10][C:9](F)=[CH:8][CH:7]=1)=[O:5].[OH:18][C:19]1[CH:24]=[CH:23][CH:22]=[CH:21][N:20]=1.C(=O)([O-])[O-].[K+].[K+].CN(C)C(=O)C, predict the reaction product. The product is: [Cl:1][C:2]1[CH:16]=[CH:15][C:14]([Cl:17])=[CH:13][C:3]=1[C:4]([C:6]1[CH:11]=[CH:10][C:9]([O:18][C:19]2[CH:24]=[CH:23][CH:22]=[CH:21][N:20]=2)=[CH:8][CH:7]=1)=[O:5]. (6) Given the reactants C([N:8]1[CH2:13][CH2:12][CH:11]([N:14]2[CH2:19][CH2:18][O:17][CH2:16][C:15]2=[O:20])[CH2:10][CH2:9]1)C1C=CC=CC=1.ClC(CC(Cl)=O)C, predict the reaction product. The product is: [NH:8]1[CH2:13][CH2:12][CH:11]([N:14]2[CH2:19][CH2:18][O:17][CH2:16][C:15]2=[O:20])[CH2:10][CH2:9]1. (7) Given the reactants [OH-:1].[Na+].[CH3:3][NH:4][C:5]([N:7]1[C:15]2[C:10](=[CH:11][C:12]([O:16][C:17]3[CH:22]=[CH:21][N:20]=[C:19]([N:23]([C:33]([O:35]C4C=CC=CC=4)=O)C(=O)OC4C=CC=CC=4)[CH:18]=3)=[CH:13][CH:14]=2)[CH:9]=[CH:8]1)=[O:6].[OH-:42].[Li+].Cl, predict the reaction product. The product is: [CH3:3][NH:4][C:5]([N:7]1[C:15]2[C:10](=[CH:11][C:12]([O:16][C:17]3[CH:22]=[CH:21][N:20]=[C:19]([NH:23][C:33](=[O:35])[NH:7][CH2:8][CH2:9][C:10]([OH:42])=[O:1])[CH:18]=3)=[CH:13][CH:14]=2)[CH:9]=[CH:8]1)=[O:6]. (8) Given the reactants [C:1]([O:5][C:6]([NH:8][C@H:9]([C:26]([N:28]1[CH2:32][CH2:31][CH2:30][C@H:29]1[C:33](=O)[NH2:34])=[O:27])[CH2:10][C:11]1[CH:16]=[CH:15][C:14]([O:17][S:18]([C:21]([F:24])([F:23])[F:22])(=[O:20])=[O:19])=[CH:13][C:12]=1[F:25])=[O:7])([CH3:4])([CH3:3])[CH3:2].N1C=CC=CC=1.C(OC(C(F)(F)F)=O)(C(F)(F)F)=O, predict the reaction product. The product is: [C:1]([O:5][C:6]([NH:8][C@H:9]([C:26]([N:28]1[CH2:32][CH2:31][CH2:30][C@H:29]1[C:33]#[N:34])=[O:27])[CH2:10][C:11]1[CH:16]=[CH:15][C:14]([O:17][S:18]([C:21]([F:23])([F:22])[F:24])(=[O:19])=[O:20])=[CH:13][C:12]=1[F:25])=[O:7])([CH3:4])([CH3:2])[CH3:3].